This data is from Catalyst prediction with 721,799 reactions and 888 catalyst types from USPTO. The task is: Predict which catalyst facilitates the given reaction. (1) Reactant: [N:1]1([C:10]2[S:14][C:13]([C:15]([O:17]C)=O)=[C:12]([O:19][CH2:20][C:21]3[CH:26]=[CH:25][CH:24]=[C:23]([C:27]([F:30])([F:29])[F:28])[CH:22]=3)[CH:11]=2)[C:9]2[CH:8]=[CH:7][N:6]=[CH:5][C:4]=2[N:3]=[CH:2]1.[NH3:31]. Product: [N:1]1([C:10]2[S:14][C:13]([C:15]([NH2:31])=[O:17])=[C:12]([O:19][CH2:20][C:21]3[CH:26]=[CH:25][CH:24]=[C:23]([C:27]([F:28])([F:29])[F:30])[CH:22]=3)[CH:11]=2)[C:9]2[CH:8]=[CH:7][N:6]=[CH:5][C:4]=2[N:3]=[CH:2]1. The catalyst class is: 5. (2) Reactant: [CH3:1][N:2]1[C:6]([C:7](=[O:24])[NH:8][C:9]2[CH:14]=[CH:13][N:12]3[N:15]=[C:16]([C:18]4[CH:23]=[CH:22][CH:21]=[CH:20][CH:19]=4)[N:17]=[C:11]3[CH:10]=2)=[C:5]([C:25]([OH:27])=O)[CH:4]=[N:3]1.[NH:28]1[CH2:33][CH2:32][S:31](=[O:35])(=[O:34])[CH2:30][CH2:29]1.C(N(C(C)C)CC)(C)C.CCCP(=O)=O. Product: [C:18]1([C:16]2[N:17]=[C:11]3[CH:10]=[C:9]([NH:8][C:7]([C:6]4[N:2]([CH3:1])[N:3]=[CH:4][C:5]=4[C:25]([N:28]4[CH2:33][CH2:32][S:31](=[O:35])(=[O:34])[CH2:30][CH2:29]4)=[O:27])=[O:24])[CH:14]=[CH:13][N:12]3[N:15]=2)[CH:23]=[CH:22][CH:21]=[CH:20][CH:19]=1. The catalyst class is: 7. (3) Reactant: [NH2:1][C:2](=[O:37])[CH2:3][C:4]1[CH:5]=[C:6]2[N:12]([C:13](=[O:25])[C:14]3[C:19]([C:20]([F:23])([F:22])[F:21])=[CH:18][CH:17]=[CH:16][C:15]=3[Cl:24])[N:11]=[C:10]([C:26]3[CH:35]=[CH:34][C:29]([C:30]([O:32]C)=[O:31])=[CH:28][C:27]=3[F:36])[C:7]2=[N:8][CH:9]=1.O[Li].O. Product: [NH2:1][C:2](=[O:37])[CH2:3][C:4]1[CH:5]=[C:6]2[N:12]([C:13](=[O:25])[C:14]3[C:19]([C:20]([F:21])([F:22])[F:23])=[CH:18][CH:17]=[CH:16][C:15]=3[Cl:24])[N:11]=[C:10]([C:26]3[CH:35]=[CH:34][C:29]([C:30]([OH:32])=[O:31])=[CH:28][C:27]=3[F:36])[C:7]2=[N:8][CH:9]=1. The catalyst class is: 20. (4) Reactant: Br[C:2]1[CH:3]=[C:4]([CH:9]=[CH:10][C:11]=1[OH:12])[C:5]([O:7][CH3:8])=[O:6].[Cu](C#N)[C:14]#[N:15].C(=O)([O-])[O-].[K+].[K+].COCCl. Product: [C:14]([C:2]1[CH:3]=[C:4]([CH:9]=[CH:10][C:11]=1[OH:12])[C:5]([O:7][CH3:8])=[O:6])#[N:15]. The catalyst class is: 9. (5) Reactant: C1C=CC(C2C=CC=CC=2)=CC=1.C1C=CC(OC2C=CC=CC=2)=CC=1.CC1(C)O[C:31](=[O:33])[C:30](=[CH:34][NH:35][C:36]2[CH:41]=[CH:40][C:39]([O:42][C:43](=[O:45])[CH3:44])=[C:38]([F:46])[CH:37]=2)C(=O)O1. Product: [F:46][C:38]1[C:39]([O:42][C:43](=[O:45])[CH3:44])=[CH:40][CH:41]=[C:36]2[C:37]=1[C:31](=[O:33])[CH:30]=[CH:34][NH:35]2. The catalyst class is: 28. (6) Reactant: [NH2:1][C@H:2]([C:4]1[CH:12]=[CH:11][C:7]([C:8]([OH:10])=[O:9])=[C:6]([F:13])[CH:5]=1)[CH3:3].[C:14](O[C:14]([O:16][C:17]([CH3:20])([CH3:19])[CH3:18])=[O:15])([O:16][C:17]([CH3:20])([CH3:19])[CH3:18])=[O:15].C(=O)([O-])[O-].[Na+].[Na+]. Product: [C:17]([O:16][C:14]([NH:1][C@H:2]([C:4]1[CH:12]=[CH:11][C:7]([C:8]([OH:10])=[O:9])=[C:6]([F:13])[CH:5]=1)[CH3:3])=[O:15])([CH3:20])([CH3:19])[CH3:18]. The catalyst class is: 90. (7) Reactant: [CH2:1]([OH:9])[CH2:2][CH2:3][CH2:4][CH2:5][CH2:6][CH2:7][CH3:8].OO.C(=[O:20])CCCCCCC. Product: [C:1]([OH:20])(=[O:9])[CH2:2][CH2:3][CH2:4][CH2:5][CH2:6][CH2:7][CH3:8]. The catalyst class is: 553. (8) Reactant: O[Li:2].O.C[O:5][C:6](=[O:46])[CH2:7][C:8]1[CH:45]=[CH:44][CH:43]=[CH:42][C:9]=1[CH2:10][CH2:11][C:12]1[C:17]([C:18]([F:21])([F:20])[F:19])=[CH:16][N:15]=[C:14]([NH:22][C:23]2[CH:28]=[CH:27][C:26]([CH:29]3[CH2:34][CH2:33][N:32]([C:35]([O:37][C:38]([CH3:41])([CH3:40])[CH3:39])=[O:36])[CH2:31][CH2:30]3)=[CH:25][CH:24]=2)[N:13]=1. The catalyst class is: 278. Product: [C:38]([O:37][C:35]([N:32]1[CH2:33][CH2:34][CH:29]([C:26]2[CH:25]=[CH:24][C:23]([NH:22][C:14]3[N:13]=[C:12]([CH2:11][CH2:10][C:9]4[CH:42]=[CH:43][CH:44]=[CH:45][C:8]=4[CH2:7][C:6]([O-:46])=[O:5])[C:17]([C:18]([F:20])([F:19])[F:21])=[CH:16][N:15]=3)=[CH:28][CH:27]=2)[CH2:30][CH2:31]1)=[O:36])([CH3:41])([CH3:39])[CH3:40].[Li+:2]. (9) Reactant: [F:1][C:2]1[CH:3]=[C:4]2[C:8](=[CH:9][CH:10]=1)[NH:7][C:6](=[O:11])[CH2:5]2.[Li+].C[Si]([N-][Si](C)(C)C)(C)C.C1COCC1.[CH2:27]([C:29]1([CH3:48])[C:37]2[C:32](=[CH:33][CH:34]=[C:35]([O:38][CH2:39][CH2:40][N:41]3[CH2:46][CH2:45][O:44][CH2:43][CH2:42]3)[CH:36]=2)[C:31](=O)[O:30]1)[CH3:28]. Product: [CH2:27]([C:29]1([CH3:48])[C:37]2[C:32](=[CH:33][CH:34]=[C:35]([O:38][CH2:39][CH2:40][N:41]3[CH2:42][CH2:43][O:44][CH2:45][CH2:46]3)[CH:36]=2)[C:31](=[C:5]2[C:4]3[C:8](=[CH:9][CH:10]=[C:2]([F:1])[CH:3]=3)[NH:7][C:6]2=[O:11])[O:30]1)[CH3:28]. The catalyst class is: 1.